This data is from Catalyst prediction with 721,799 reactions and 888 catalyst types from USPTO. The task is: Predict which catalyst facilitates the given reaction. The catalyst class is: 54. Product: [CH3:15][O:16][CH2:17][O:1][C:2]1[CH:3]=[CH:4][C:5]([CH3:11])=[C:6]([CH2:7][OH:9])[CH:10]=1. Reactant: [OH:1][C:2]1[CH:3]=[CH:4][C:5]([CH3:11])=[C:6]([CH:10]=1)[C:7]([OH:9])=O.[H-].[Na+].Cl[CH2:15][O:16][CH3:17].[H-].[H-].[H-].[H-].[Li+].[Al+3].